From a dataset of Reaction yield outcomes from USPTO patents with 853,638 reactions. Predict the reaction yield, written as a fraction of the theoretical maximum amount of product (1.0 means a 100% yield; for example, 0.34 means a 34% yield). (1) The reactants are C[C:2]1[O:3][C:4](=O)[C:5]2[CH:11]=[CH:10][CH:9]=[CH:8][C:6]=2[N:7]=1.[NH2:13][C:14]1[CH:19]=[CH:18][CH:17]=[CH:16][CH:15]=1. No catalyst specified. The product is [C:14]1([N:13]2[CH:4]=[C:5]3[C:6]([CH:8]=[CH:9][CH:10]=[CH:11]3)=[N:7][C:2]2=[O:3])[CH:19]=[CH:18][CH:17]=[CH:16][CH:15]=1. The yield is 0.310. (2) The reactants are Cl[C:2](=[N:8][OH:9])[C:3]([O:5][CH2:6][CH3:7])=[O:4].C(=O)(O)[O-].[Na+].[Cl:15][C:16]1[CH:21]=[CH:20][C:19]([F:22])=[C:18]([C:23]#[CH:24])[CH:17]=1. The catalyst is C1(C)C=CC=CC=1. The product is [Cl:15][C:16]1[CH:21]=[CH:20][C:19]([F:22])=[C:18]([C:23]2[O:9][N:8]=[C:2]([C:3]([O:5][CH2:6][CH3:7])=[O:4])[CH:24]=2)[CH:17]=1. The yield is 0.425. (3) The catalyst is ClCCCl. The reactants are [CH3:1][O:2][C:3]1[CH:25]=[CH:24][C:6]([O:7][C:8]2[N:13]=[C:12]([O:14][C:15]3[CH:20]=[CH:19][C:18]([O:21][CH3:22])=[CH:17][CH:16]=3)[C:11]([NH2:23])=[CH:10][N:9]=2)=[CH:5][CH:4]=1.O=[C:27]1[CH2:32][CH2:31][N:30]([C:33]([O:35][C:36]([CH3:39])([CH3:38])[CH3:37])=[O:34])[CH2:29][CH2:28]1.[BH-](OC(C)=O)(OC(C)=O)OC(C)=O.[Na+]. The yield is 0.610. The product is [C:36]([O:35][C:33]([N:30]1[CH2:31][CH2:32][CH:27]([NH:23][C:11]2[C:12]([O:14][C:15]3[CH:20]=[CH:19][C:18]([O:21][CH3:22])=[CH:17][CH:16]=3)=[N:13][C:8]([O:7][C:6]3[CH:24]=[CH:25][C:3]([O:2][CH3:1])=[CH:4][CH:5]=3)=[N:9][CH:10]=2)[CH2:28][CH2:29]1)=[O:34])([CH3:39])([CH3:37])[CH3:38]. (4) The yield is 0.610. The reactants are [NH2:1][C:2]1[CH:3]=[C:4]([CH2:8][CH2:9]O)[CH:5]=[CH:6][CH:7]=1.[BrH:11]. The product is [Br:11][CH2:9][CH2:8][C:4]1[CH:3]=[C:2]([NH2:1])[CH:7]=[CH:6][CH:5]=1. No catalyst specified. (5) The reactants are [Cl:1][C:2]1[C:3]([C:32]2[C:40]3[C:35](=[CH:36][CH:37]=[CH:38][CH:39]=3)[N:34](S(C3C=CC=CC=3)(=O)=O)[CH:33]=2)=[N:4][C:5]([NH:8][CH2:9][C:10]([CH3:31])([CH3:30])[CH2:11][NH:12][C:13](=[O:29])[C:14]2[CH:19]=[CH:18][C:17]([NH:20][C:21](=[O:28])/[CH:22]=[CH:23]/[CH2:24]N(C)C)=[CH:16][CH:15]=2)=[N:6][CH:7]=1.C(O)=[O:51]. The catalyst is O1CCOCC1.[OH-].[Na+]. The product is [Cl:1][C:2]1[C:3]([C:32]2[C:40]3[C:35](=[CH:36][CH:37]=[CH:38][CH:39]=3)[NH:34][CH:33]=2)=[N:4][C:5]([NH:8][CH2:9][C:10]([CH3:31])([CH3:30])[CH2:11][NH:12][C:13](=[O:29])[C:14]2[CH:19]=[CH:18][C:17]([NH:20][C:21](=[O:28])/[CH:22]=[CH:23]/[CH2:24][OH:51])=[CH:16][CH:15]=2)=[N:6][CH:7]=1. The yield is 0.190. (6) The reactants are [C:1]([O:5][C:6](=[O:31])[N:7]([CH3:30])[CH2:8][C:9]#[C:10][C:11]1[S:12][CH:13]=[C:14]([C:16](=[O:29])[N:17]([CH3:28])[C@H:18]2[C:27]3[C:22](=[CH:23][CH:24]=[CH:25][CH:26]=3)[CH2:21][CH2:20][CH2:19]2)[N:15]=1)([CH3:4])([CH3:3])[CH3:2]. The catalyst is CO.[Pd]. The product is [C:1]([O:5][C:6](=[O:31])[N:7]([CH3:30])[CH2:8][CH2:9][CH2:10][C:11]1[S:12][CH:13]=[C:14]([C:16](=[O:29])[N:17]([CH3:28])[C@H:18]2[C:27]3[C:22](=[CH:23][CH:24]=[CH:25][CH:26]=3)[CH2:21][CH2:20][CH2:19]2)[N:15]=1)([CH3:3])([CH3:4])[CH3:2]. The yield is 0.750. (7) The reactants are Cl[C:2]1[N:7]2[N:8]=[CH:9][CH:10]=[C:6]2[N:5]=[C:4]([NH:11][C:12](=[O:23])[C:13]2[CH:18]=[CH:17][C:16]([C:19]([OH:22])([CH3:21])[CH3:20])=[CH:15][CH:14]=2)[CH:3]=1.[CH2:24]([O:31][C:32]1[CH:33]=[C:34](B(O)O)[CH:35]=[CH:36][CH:37]=1)[C:25]1[CH:30]=[CH:29][CH:28]=[CH:27][CH:26]=1.O1CCOCC1. The catalyst is CO.C1C=CC(P(C2C=CC=CC=2)[C-]2C=CC=C2)=CC=1.C1C=CC(P(C2C=CC=CC=2)[C-]2C=CC=C2)=CC=1.Cl[Pd]Cl.[Fe+2]. The product is [CH2:24]([O:31][C:32]1[CH:37]=[C:36]([C:2]2[N:7]3[N:8]=[CH:9][CH:10]=[C:6]3[N:5]=[C:4]([NH:11][C:12](=[O:23])[C:13]3[CH:18]=[CH:17][C:16]([C:19]([OH:22])([CH3:21])[CH3:20])=[CH:15][CH:14]=3)[CH:3]=2)[CH:35]=[CH:34][CH:33]=1)[C:25]1[CH:30]=[CH:29][CH:28]=[CH:27][CH:26]=1. The yield is 0.130. (8) The reactants are [NH2:1][C:2]1[CH:3]=[C:4]([NH:8][C:9]2[CH:14]=[C:13]([CH3:15])[N:12]=[C:11]([NH2:16])[N:10]=2)[CH:5]=[CH:6][CH:7]=1.N1C=CC=CC=1.[N+:23]([C:26]1[CH:34]=[CH:33][C:29]([C:30](Cl)=[O:31])=[CH:28][CH:27]=1)([O-:25])=[O:24].N. The catalyst is O1CCOCC1.O. The product is [NH2:16][C:11]1[N:10]=[C:9]([NH:8][C:4]2[CH:3]=[C:2]([NH:1][C:30](=[O:31])[C:29]3[CH:28]=[CH:27][C:26]([N+:23]([O-:25])=[O:24])=[CH:34][CH:33]=3)[CH:7]=[CH:6][CH:5]=2)[CH:14]=[C:13]([CH3:15])[N:12]=1. The yield is 0.940.